From a dataset of Reaction yield outcomes from USPTO patents with 853,638 reactions. Predict the reaction yield, written as a fraction of the theoretical maximum amount of product (1.0 means a 100% yield; for example, 0.34 means a 34% yield). (1) The reactants are Br[C:2]1[CH:11]=[N:10][C:9]2[N:8]([CH2:12][C:13]3[CH:18]=[CH:17][C:16]([O:19][CH3:20])=[CH:15][CH:14]=3)[C:7](=[O:21])[N:6]3[N:22]=[CH:23][N:24]=[C:5]3[C:4]=2[CH:3]=1.[B-](F)(F)(F)[CH:26]=[CH2:27].[K+].C(N(CC)CC)C. The catalyst is C(O)CCC. The product is [CH3:20][O:19][C:16]1[CH:17]=[CH:18][C:13]([CH2:12][N:8]2[C:9]3[N:10]=[CH:11][C:2]([CH:26]=[CH2:27])=[CH:3][C:4]=3[C:5]3=[N:24][CH:23]=[N:22][N:6]3[C:7]2=[O:21])=[CH:14][CH:15]=1. The yield is 0.630. (2) The reactants are Br[C:2]1[C:6](C)=[CH:5][S:4][CH:3]=1.[Li][CH2:9]CCC.C(O[B:17]1[O:21][C:20]([CH3:23])([CH3:22])[C:19]([CH3:25])([CH3:24])[O:18]1)(C)C. No catalyst specified. The product is [CH3:24][C:19]1([CH3:25])[C:20]([CH3:23])([CH3:22])[O:21][B:17]([C:6]2[CH:2]=[CH:3][S:4][C:5]=2[CH3:9])[O:18]1. The yield is 0.260.